Predict which catalyst facilitates the given reaction. From a dataset of Catalyst prediction with 721,799 reactions and 888 catalyst types from USPTO. Reactant: C[O:2][C:3]([C:5]1[CH:6]=[CH:7][C:8]2[C@@:14]3([CH2:26][CH3:27])[CH2:15][CH2:16][C@@:17]([OH:25])([CH2:19][CH2:20][C:21]([F:24])([F:23])[F:22])[CH2:18][C@H:13]3[CH2:12][CH2:11][CH2:10][C:9]=2[CH:28]=1)=O.C[O:30][C:31]([C:33]1[CH:34]=[CH:35][C:36]2[C@:42]3([CH2:54][CH3:55])[CH2:43][CH2:44][C@:45]([OH:53])([CH2:47][CH2:48][C:49]([F:52])([F:51])[F:50])[CH2:46][C@@H:41]3[CH2:40][CH2:39][CH2:38][C:37]=2[CH:56]=1)=O.[NH2:57][C:58]1[C:59]([CH3:64])=[N:60][CH:61]=[CH:62][CH:63]=1.[Li+].C[Si]([N-][Si](C)(C)C)(C)C. Product: [CH3:64][C:59]1[C:58]([NH:57][C:3]([C:5]2[CH:6]=[CH:7][C:8]3[C@@:14]4([CH2:26][CH3:27])[CH2:15][CH2:16][C@@:17]([OH:25])([CH2:19][CH2:20][C:21]([F:23])([F:22])[F:24])[CH2:18][C@H:13]4[CH2:12][CH2:11][CH2:10][C:9]=3[CH:28]=2)=[O:2])=[CH:63][CH:62]=[CH:61][N:60]=1.[CH3:64][C:59]1[C:58]([NH:57][C:31]([C:33]2[CH:34]=[CH:35][C:36]3[C@:42]4([CH2:54][CH3:55])[CH2:43][CH2:44][C@:45]([OH:53])([CH2:47][CH2:48][C:49]([F:51])([F:50])[F:52])[CH2:46][C@@H:41]4[CH2:40][CH2:39][CH2:38][C:37]=3[CH:56]=2)=[O:30])=[CH:63][CH:62]=[CH:61][N:60]=1. The catalyst class is: 11.